This data is from CYP2C19 inhibition data for predicting drug metabolism from PubChem BioAssay. The task is: Regression/Classification. Given a drug SMILES string, predict its absorption, distribution, metabolism, or excretion properties. Task type varies by dataset: regression for continuous measurements (e.g., permeability, clearance, half-life) or binary classification for categorical outcomes (e.g., BBB penetration, CYP inhibition). Dataset: cyp2c19_veith. The compound is CC1(C)CO[C@H](CC(=O)O)CN1. The result is 1 (inhibitor).